From a dataset of Forward reaction prediction with 1.9M reactions from USPTO patents (1976-2016). Predict the product of the given reaction. (1) Given the reactants [F:1][C:2]1[C:7]([C:8]2[CH:13]=[CH:12][C:11]([NH2:14])=[C:10]([N+:15]([O-:17])=[O:16])[CH:9]=2)=[C:6]([C:18]([F:21])([F:20])[F:19])[CH:5]=[CH:4][CH:3]=1.[H-].[Na+].[CH:24]1([CH:30]=[CH:31][C:32](Cl)=[O:33])[CH2:29][CH2:28][CH2:27][CH2:26][CH2:25]1.[Cl-].[NH4+], predict the reaction product. The product is: [CH:24]1([CH:30]=[CH:31][C:32]([NH:14][C:11]2[CH:12]=[CH:13][C:8]([C:7]3[C:2]([F:1])=[CH:3][CH:4]=[CH:5][C:6]=3[C:18]([F:19])([F:20])[F:21])=[CH:9][C:10]=2[N+:15]([O-:17])=[O:16])=[O:33])[CH2:29][CH2:28][CH2:27][CH2:26][CH2:25]1. (2) Given the reactants [CH3:1][N:2]1[C:7](=[O:8])[C:6](C)=[CH:5][C:4]([C:10]2[CH:15]=[CH:14][C:13]([C@@H:16]([N:18]3[CH2:23][CH2:22][C@:21]([CH2:30][C:31]([OH:34])([CH3:33])[CH3:32])([C:24]4[CH:29]=[CH:28][CH:27]=[CH:26][CH:25]=4)[O:20][C:19]3=[O:35])[CH3:17])=[CH:12][CH:11]=2)=[N:3]1.ClC1C=CC(=O)N(C[CH:44]2[CH2:46][CH2:45]2)N=1, predict the reaction product. The product is: [CH:44]1([CH2:1][N:2]2[C:7](=[O:8])[CH:6]=[CH:5][C:4]([C:10]3[CH:11]=[CH:12][C:13]([C@@H:16]([N:18]4[CH2:23][CH2:22][C@:21]([CH2:30][C:31]([OH:34])([CH3:33])[CH3:32])([C:24]5[CH:25]=[CH:26][CH:27]=[CH:28][CH:29]=5)[O:20][C:19]4=[O:35])[CH3:17])=[CH:14][CH:15]=3)=[N:3]2)[CH2:46][CH2:45]1. (3) Given the reactants [CH2:1]([C:8]1[C:9]([O:30][C@H:31]2[C@@H:36]3[O:37]C(=O)[O:39][C@@H:35]3[C@@H:34]([O:41][CH3:42])[C:33]([CH3:44])([CH3:43])[O:32]2)=[CH:10][CH:11]=[C:12]2[C:17]=1[O:16][C:15](=[O:18])[C:14]([NH:19][C:20](=[O:29])OCC1C=CC=CC=1)=[CH:13]2)[C:2]1[CH:7]=[CH:6][CH:5]=[CH:4][CH:3]=1.CCN=C=NCCCN(C)C.[NH:56]1[C:64]2[C:59](=[CH:60][CH:61]=[CH:62][CH:63]=2)[CH:58]=[C:57]1C(O)=O.C(=O)([O-])[O-], predict the reaction product. The product is: [CH2:1]([C:8]1[C:9]([O:30][C@H:31]2[C@H:36]([OH:37])[C@H:35]([OH:39])[C@@H:34]([O:41][CH3:42])[C:33]([CH3:43])([CH3:44])[O:32]2)=[CH:10][CH:11]=[C:12]2[C:17]=1[O:16][C:15](=[O:18])[C:14]([NH:19][C:20]([C:57]1[NH:56][C:64]3[C:59]([CH:58]=1)=[CH:60][CH:61]=[CH:62][CH:63]=3)=[O:29])=[CH:13]2)[C:2]1[CH:7]=[CH:6][CH:5]=[CH:4][CH:3]=1. (4) Given the reactants CCN(CC)CC.N1C=CC=CC=1.[CH2:14]([O:16][C:17]([C:19]1[N:20]([C:29]2[CH:34]=[CH:33][C:32]([O:35][CH:36]([CH3:38])[CH3:37])=[CH:31][CH:30]=2)[C:21]2[C:26]([CH:27]=1)=[CH:25][C:24]([OH:28])=[CH:23][CH:22]=2)=[O:18])[CH3:15].[CH:39]([O:42][C:43]1[CH:44]=[C:45](B(O)O)[CH:46]=[CH:47][CH:48]=1)([CH3:41])[CH3:40], predict the reaction product. The product is: [CH2:14]([O:16][C:17]([C:19]1[N:20]([C:29]2[CH:34]=[CH:33][C:32]([O:35][CH:36]([CH3:37])[CH3:38])=[CH:31][CH:30]=2)[C:21]2[C:26]([CH:27]=1)=[CH:25][C:24]([O:28][C:47]1[CH:46]=[CH:45][CH:44]=[C:43]([O:42][CH:39]([CH3:41])[CH3:40])[CH:48]=1)=[CH:23][CH:22]=2)=[O:18])[CH3:15]. (5) Given the reactants Br[C:2]1[CH:9]=[CH:8][CH:7]=[CH:6][C:3]=1[CH:4]=[O:5].[C:10]([C:12]1[CH:17]=[CH:16][CH:15]=[CH:14][CH:13]=1)#[CH:11], predict the reaction product. The product is: [C:12]1([C:10]#[C:11][C:2]2[CH:9]=[CH:8][CH:7]=[CH:6][C:3]=2[CH:4]=[O:5])[CH:17]=[CH:16][CH:15]=[CH:14][CH:13]=1. (6) Given the reactants Cl.[CH:2]([C:5]1[N:9]([C:10]2[N:18]=[C:17]3[C:13]([N:14]=[C:15]([C:20]4([OH:26])[CH2:25][CH2:24][CH2:23][NH:22][CH2:21]4)[N:16]3[CH3:19])=[C:12]([N:27]3[CH2:32][CH2:31][O:30][CH2:29][CH2:28]3)[N:11]=2)[C:8]2[CH:33]=[CH:34][CH:35]=[CH:36][C:7]=2[N:6]=1)([CH3:4])[CH3:3].[CH:37](I)(C)C.C(=O)([O-])[O-].[K+].[K+], predict the reaction product. The product is: [CH:2]([C:5]1[N:9]([C:10]2[N:18]=[C:17]3[C:13]([N:14]=[C:15]([C@:20]4([OH:26])[CH2:25][CH2:24][CH2:23][N:22]([CH3:37])[CH2:21]4)[N:16]3[CH3:19])=[C:12]([N:27]3[CH2:28][CH2:29][O:30][CH2:31][CH2:32]3)[N:11]=2)[C:8]2[CH:33]=[CH:34][CH:35]=[CH:36][C:7]=2[N:6]=1)([CH3:4])[CH3:3]. (7) Given the reactants [C:1](Cl)(=[O:7])/[CH:2]=[CH:3]/[CH:4]=[CH:5]/[CH3:6].[CH2:9]([OH:27])[CH2:10][CH2:11][CH2:12][CH2:13][CH2:14][CH2:15][CH2:16][CH2:17][CH2:18][CH2:19][CH2:20][CH2:21][CH2:22][CH2:23][CH2:24][CH2:25][CH3:26].C(Cl)(Cl)Cl, predict the reaction product. The product is: [C:1]([O:27][CH2:9][CH2:10][CH2:11][CH2:12][CH2:13][CH2:14][CH2:15][CH2:16][CH2:17][CH2:18][CH2:19][CH2:20][CH2:21][CH2:22][CH2:23][CH2:24][CH2:25][CH3:26])(=[O:7])/[CH:2]=[CH:3]/[CH:4]=[CH:5]/[CH3:6]. (8) Given the reactants [CH:1]1([N:5]2[CH2:10][CH2:9][N:8]([C:11]([C:13]3[CH:14]=[C:15]4[C:19](=[CH:20][CH:21]=3)[NH:18][C:17]([C:22]([N:24]3[CH2:29][CH2:28][S:27](=[O:31])(=[O:30])[CH2:26][CH2:25]3)=[O:23])=[CH:16]4)=[O:12])[CH2:7][CH2:6]2)[CH2:4][CH2:3][CH2:2]1.[H-].[Na+].[CH:34]1([CH2:37]Br)[CH2:36][CH2:35]1, predict the reaction product. The product is: [CH:1]1([N:5]2[CH2:6][CH2:7][N:8]([C:11]([C:13]3[CH:14]=[C:15]4[C:19](=[CH:20][CH:21]=3)[N:18]([CH2:37][CH:34]3[CH2:36][CH2:35]3)[C:17]([C:22]([N:24]3[CH2:29][CH2:28][S:27](=[O:30])(=[O:31])[CH2:26][CH2:25]3)=[O:23])=[CH:16]4)=[O:12])[CH2:9][CH2:10]2)[CH2:2][CH2:3][CH2:4]1. (9) Given the reactants C[Mg]I.[Mg].[CH3:5]I.[Br:7][C:8]1[CH:15]=[CH:14][C:11]([CH:12]=[O:13])=[C:10]([F:16])[CH:9]=1, predict the reaction product. The product is: [Br:7][C:8]1[CH:15]=[CH:14][C:11]([CH:12]([OH:13])[CH3:5])=[C:10]([F:16])[CH:9]=1. (10) Given the reactants C([O-])(=O)C.[NH4+:5].[C-:6]#[N:7].[K+].[CH3:9][C:10]1[CH:15]=[C:14]([NH:16][CH3:17])[CH:13]=[C:12]([CH3:18])[C:11]=1/[CH:19]=[CH:20]/[S:21]([N:24]1[CH2:29][CH2:28][C:27](=O)[CH2:26][CH2:25]1)(=[O:23])=[O:22].C([O-])(O)=O.[Na+], predict the reaction product. The product is: [NH2:5][C:27]1([C:6]#[N:7])[CH2:28][CH2:29][N:24]([S:21](/[CH:20]=[CH:19]/[C:11]2[C:10]([CH3:9])=[CH:15][C:14]([NH:16][CH3:17])=[CH:13][C:12]=2[CH3:18])(=[O:23])=[O:22])[CH2:25][CH2:26]1.